From a dataset of Catalyst prediction with 721,799 reactions and 888 catalyst types from USPTO. Predict which catalyst facilitates the given reaction. (1) Reactant: [N+:1]([C:4]1[CH:45]=[CH:44][C:7]([CH2:8][CH:9]([CH2:34][C:35]2[CH:40]=[CH:39][C:38]([N+:41]([O-])=O)=[CH:37][CH:36]=2)[C:10]([O:12][CH2:13][CH2:14][CH2:15][CH2:16][CH2:17][CH2:18][O:19][C:20](=[O:33])[C:21]2[CH:26]=[CH:25][C:24](/[CH:27]=[CH:28]/[C:29]([O:31][CH3:32])=[O:30])=[CH:23][CH:22]=2)=[O:11])=[CH:6][CH:5]=1)([O-])=O. Product: [NH2:1][C:4]1[CH:5]=[CH:6][C:7]([CH2:8][CH:9]([CH2:34][C:35]2[CH:40]=[CH:39][C:38]([NH2:41])=[CH:37][CH:36]=2)[C:10]([O:12][CH2:13][CH2:14][CH2:15][CH2:16][CH2:17][CH2:18][O:19][C:20](=[O:33])[C:21]2[CH:26]=[CH:25][C:24](/[CH:27]=[CH:28]/[C:29]([O:31][CH3:32])=[O:30])=[CH:23][CH:22]=2)=[O:11])=[CH:44][CH:45]=1. The catalyst class is: 401. (2) Reactant: [N+:1]([C:4]1[CH:5]=[C:6]([C:11]2[CH:16]=[CH:15][CH:14]=[CH:13][C:12]=2[C:17]([F:20])([F:19])[F:18])[CH:7]=[CH:8][C:9]=1[NH2:10])([O-:3])=[O:2].C(#N)C.C1C(=O)N([Cl:31])C(=O)C1. Product: [Cl:31][C:8]1[CH:7]=[C:6]([C:11]2[CH:16]=[CH:15][CH:14]=[CH:13][C:12]=2[C:17]([F:18])([F:19])[F:20])[CH:5]=[C:4]([N+:1]([O-:3])=[O:2])[C:9]=1[NH2:10]. The catalyst class is: 25. (3) Reactant: [C:1]([O:5][C:6]([N:8]1[C:16]2[C:11](=[CH:12][C:13]([CH2:17][N:18]3[CH2:23][CH2:22][N:21]([C:24]([O:26][C:27]([CH3:30])([CH3:29])[CH3:28])=[O:25])[CH2:20][CH2:19]3)=[CH:14][CH:15]=2)[CH:10]=[C:9]1[C:31]1[C:32](=[O:48])[N:33]([CH2:40][O:41][CH2:42][CH2:43][Si:44]([CH3:47])([CH3:46])[CH3:45])[CH:34]=[C:35]([C:37](O)=[O:38])[CH:36]=1)=[O:7])([CH3:4])([CH3:3])[CH3:2].[CH2:49]([NH:56][C:57]1[CH:58]=[N:59]NC=1)[C:50]1[CH:55]=[CH:54][CH:53]=[CH:52][CH:51]=1.O.O[N:64]1[C:68]2C=CC=CC=2N=N1.C(N(CC)C(C)C)(C)C.Cl.CN(C)CCCN=C=NCC. Product: [C:1]([O:5][C:6]([N:8]1[C:16]2[C:11](=[CH:12][C:13]([CH2:17][N:18]3[CH2:19][CH2:20][N:21]([C:24]([O:26][C:27]([CH3:30])([CH3:28])[CH3:29])=[O:25])[CH2:22][CH2:23]3)=[CH:14][CH:15]=2)[CH:10]=[C:9]1[C:31]1[C:32](=[O:48])[N:33]([CH2:40][O:41][CH2:42][CH2:43][Si:44]([CH3:45])([CH3:47])[CH3:46])[CH:34]=[C:35]([C:37](=[O:38])[NH:59][C:58]2[CH:68]=[N:64][N:56]([CH2:49][C:50]3[CH:51]=[CH:52][CH:53]=[CH:54][CH:55]=3)[CH:57]=2)[CH:36]=1)=[O:7])([CH3:3])([CH3:4])[CH3:2]. The catalyst class is: 7.